From a dataset of Reaction yield outcomes from USPTO patents with 853,638 reactions. Predict the reaction yield, written as a fraction of the theoretical maximum amount of product (1.0 means a 100% yield; for example, 0.34 means a 34% yield). The reactants are [C:1](O)(=O)[CH2:2][CH2:3][CH2:4][CH2:5][CH3:6].[NH2:9][C:10]1[CH:11]=[C:12]([N:17]2[CH2:22][CH2:21][N:20]([C:23]([C:25]3[CH:30]=[CH:29][CH:28]=[CH:27][C:26]=3[C:31]([F:34])([F:33])[F:32])=[O:24])[CH2:19][CH2:18]2)[CH:13]=[CH:14][C:15]=1[NH2:16]. No catalyst specified. The product is [CH2:2]([C:1]1[NH:16][C:15]2[CH:14]=[CH:13][C:12]([N:17]3[CH2:18][CH2:19][N:20]([C:23]([C:25]4[CH:30]=[CH:29][CH:28]=[CH:27][C:26]=4[C:31]([F:34])([F:33])[F:32])=[O:24])[CH2:21][CH2:22]3)=[CH:11][C:10]=2[N:9]=1)[CH2:3][CH2:4][CH2:5][CH3:6]. The yield is 0.570.